From a dataset of Peptide-MHC class I binding affinity with 185,985 pairs from IEDB/IMGT. Regression. Given a peptide amino acid sequence and an MHC pseudo amino acid sequence, predict their binding affinity value. This is MHC class I binding data. The peptide sequence is RPVFARLPF. The MHC is HLA-B18:01 with pseudo-sequence HLA-B18:01. The binding affinity (normalized) is 0.0847.